Dataset: Full USPTO retrosynthesis dataset with 1.9M reactions from patents (1976-2016). Task: Predict the reactants needed to synthesize the given product. Given the product [Cl:18][C:9]1[N:10]=[C:11]([CH3:12])[C:6]([C:4]([CH:1]2[CH2:3][CH2:2]2)=[O:5])=[CH:7][C:8]=1[C:14]#[N:15], predict the reactants needed to synthesize it. The reactants are: [CH:1]1([C:4]([C:6]2[CH:7]=[C:8]([C:14]#[N:15])[C:9](=O)[NH:10][C:11]=2[CH3:12])=[O:5])[CH2:3][CH2:2]1.O=P(Cl)(Cl)[Cl:18].